From a dataset of Full USPTO retrosynthesis dataset with 1.9M reactions from patents (1976-2016). Predict the reactants needed to synthesize the given product. Given the product [Cl:1][C:2]1[CH:9]=[CH:8][C:7]([Cl:10])=[CH:6][C:3]=1[CH:4]1[CH2:19][C:20](=[O:25])[NH:33][C:13]([CH3:15])=[C:12]1[C:11]([O:17][CH3:18])=[O:16], predict the reactants needed to synthesize it. The reactants are: [Cl:1][C:2]1[CH:9]=[CH:8][C:7]([Cl:10])=[CH:6][C:3]=1[CH:4]=O.[C:11]([O:17][CH3:18])(=[O:16])[CH2:12][C:13]([CH3:15])=O.[CH3:19][C:20]1(C)[O:25]C(=O)CC(=O)O1.C([O-])(=O)C.[NH4+:33].